From a dataset of NCI-60 drug combinations with 297,098 pairs across 59 cell lines. Regression. Given two drug SMILES strings and cell line genomic features, predict the synergy score measuring deviation from expected non-interaction effect. (1) Drug 1: CCCS(=O)(=O)NC1=C(C(=C(C=C1)F)C(=O)C2=CNC3=C2C=C(C=N3)C4=CC=C(C=C4)Cl)F. Drug 2: CC12CCC3C(C1CCC2OP(=O)(O)O)CCC4=C3C=CC(=C4)OC(=O)N(CCCl)CCCl.[Na+]. Cell line: IGROV1. Synergy scores: CSS=3.42, Synergy_ZIP=-2.29, Synergy_Bliss=-5.56, Synergy_Loewe=-7.46, Synergy_HSA=-6.05. (2) Drug 1: C1=CC(=CC=C1CCCC(=O)O)N(CCCl)CCCl. Drug 2: C1=NC2=C(N=C(N=C2N1C3C(C(C(O3)CO)O)F)Cl)N. Cell line: HCC-2998. Synergy scores: CSS=20.5, Synergy_ZIP=-11.1, Synergy_Bliss=-18.5, Synergy_Loewe=-27.3, Synergy_HSA=-14.2. (3) Drug 1: CC1CCC2CC(C(=CC=CC=CC(CC(C(=O)C(C(C(=CC(C(=O)CC(OC(=O)C3CCCCN3C(=O)C(=O)C1(O2)O)C(C)CC4CCC(C(C4)OC)O)C)C)O)OC)C)C)C)OC. Synergy scores: CSS=18.7, Synergy_ZIP=3.87, Synergy_Bliss=9.01, Synergy_Loewe=1.82, Synergy_HSA=7.33. Drug 2: CS(=O)(=O)CCNCC1=CC=C(O1)C2=CC3=C(C=C2)N=CN=C3NC4=CC(=C(C=C4)OCC5=CC(=CC=C5)F)Cl. Cell line: NCIH23. (4) Drug 1: B(C(CC(C)C)NC(=O)C(CC1=CC=CC=C1)NC(=O)C2=NC=CN=C2)(O)O. Drug 2: N.N.Cl[Pt+2]Cl. Cell line: MCF7. Synergy scores: CSS=41.2, Synergy_ZIP=-11.5, Synergy_Bliss=-1.65, Synergy_Loewe=0.800, Synergy_HSA=2.45. (5) Drug 1: CC1=C(C=C(C=C1)NC2=NC=CC(=N2)N(C)C3=CC4=NN(C(=C4C=C3)C)C)S(=O)(=O)N.Cl. Drug 2: CCN(CC)CCCC(C)NC1=C2C=C(C=CC2=NC3=C1C=CC(=C3)Cl)OC. Cell line: SN12C. Synergy scores: CSS=20.4, Synergy_ZIP=4.24, Synergy_Bliss=9.15, Synergy_Loewe=7.12, Synergy_HSA=7.34. (6) Drug 1: CN(C)N=NC1=C(NC=N1)C(=O)N. Drug 2: C1C(C(OC1N2C=NC3=C2NC=NCC3O)CO)O. Cell line: SK-MEL-5. Synergy scores: CSS=-1.95, Synergy_ZIP=-0.712, Synergy_Bliss=-2.80, Synergy_Loewe=-12.1, Synergy_HSA=-6.98.